Dataset: Catalyst prediction with 721,799 reactions and 888 catalyst types from USPTO. Task: Predict which catalyst facilitates the given reaction. Reactant: [CH3:1][Zn]C.[CH3:4][O:5][C:6]1[C:26]([O:27][CH3:28])=[C:25]([O:29][CH3:30])[CH:24]=[C:23]([CH3:31])[C:7]=1[C:8]([C:10]1[C:11]([O:21][CH3:22])=[N:12][CH:13]=[C:14](Br)[C:15]=1[C:16]([F:19])([F:18])[F:17])=[O:9].O. Product: [CH3:4][O:5][C:6]1[C:26]([O:27][CH3:28])=[C:25]([O:29][CH3:30])[CH:24]=[C:23]([CH3:31])[C:7]=1[C:8]([C:10]1[C:11]([O:21][CH3:22])=[N:12][CH:13]=[C:14]([CH3:1])[C:15]=1[C:16]([F:19])([F:18])[F:17])=[O:9]. The catalyst class is: 602.